This data is from Reaction yield outcomes from USPTO patents with 853,638 reactions. The task is: Predict the reaction yield, written as a fraction of the theoretical maximum amount of product (1.0 means a 100% yield; for example, 0.34 means a 34% yield). (1) The reactants are [H-].[Na+].[H][H].[C:5]([O:14][CH2:15][CH:16]=[CH2:17])(=[O:13])[CH2:6][C:7]([O:9][CH2:10][CH:11]=[CH2:12])=[O:8].Cl[CH2:19][C:20]1[CH:27]=[CH:26][C:23]([C:24]#[N:25])=[CH:22][CH:21]=1.Cl. The catalyst is O1CCOCC1.O. The product is [C:24]([C:23]1[CH:26]=[CH:27][C:20]([CH2:19][CH:6]([C:7]([O:9][CH2:10][CH:11]=[CH2:12])=[O:8])[C:5]([O:14][CH2:15][CH:16]=[CH2:17])=[O:13])=[CH:21][CH:22]=1)#[N:25]. The yield is 0.670. (2) The reactants are Cl.[CH3:2][C:3]1[CH:4]=[CH:5][C:6]([N:9]2[CH:14]=[CH:13][C:12]3=[N:15][C:16]([CH2:18][O:19][C:20]4[CH:25]=[CH:24][CH:23]=[CH:22][CH:21]=4)=[CH:17][N:11]3[C:10]2=[O:26])=[N:7][CH:8]=1.[H][H]. The catalyst is CO.[Ni]. The product is [CH3:2][C:3]1[CH:4]=[CH:5][C:6]([N:9]2[CH2:14][CH2:13][C:12]3=[N:15][C:16]([CH2:18][O:19][C:20]4[CH:21]=[CH:22][CH:23]=[CH:24][CH:25]=4)=[CH:17][N:11]3[C:10]2=[O:26])=[N:7][CH:8]=1. The yield is 0.0500. (3) The reactants are [CH2:1]([C:5]1[N:6]=[C:7]([CH3:27])[NH:8][C:9](=[O:26])[C:10]=1[CH2:11][C:12]1[CH:17]=[CH:16][C:15]([C:18]2[C:19]([C:24]#[N:25])=[CH:20][CH:21]=[CH:22][CH:23]=2)=[CH:14][CH:13]=1)[CH2:2][CH2:3][CH3:4].[H-].[Na+].Br[CH2:31][C:32]12[CH2:41][CH:36]3[CH2:37][CH:38]([CH2:40][CH:34]([CH2:35]3)[CH2:33]1)[CH2:39]2.[Cl-].O[NH3+:44].[C:45](=[O:48])([O-])[OH:46].[Na+]. The catalyst is C(OCC)(=O)C.CS(C)=O.CN(C)C=O. The product is [C:32]12([CH2:31][N:8]3[C:9](=[O:26])[C:10]([CH2:11][C:12]4[CH:17]=[CH:16][C:15]([C:18]5[CH:23]=[CH:22][CH:21]=[CH:20][C:19]=5[C:24]5[NH:44][C:45](=[O:48])[O:46][N:25]=5)=[CH:14][CH:13]=4)=[C:5]([CH2:1][CH2:2][CH2:3][CH3:4])[N:6]=[C:7]3[CH3:27])[CH2:41][CH:36]3[CH2:37][CH:38]([CH2:40][CH:34]([CH2:35]3)[CH2:33]1)[CH2:39]2. The yield is 0.190. (4) The reactants are [Cl:1][C:2]1[CH:3]=[C:4]([C:9]2([C:28]([F:31])([F:30])[F:29])[O:13][N:12]=[C:11]([C:14]3[C:22]4[N:18]([CH:19]=[CH:20][CH:21]=4)[C:17]([C:23]([O:25]CC)=[O:24])=[CH:16][CH:15]=3)[CH2:10]2)[CH:5]=[C:6]([Cl:8])[CH:7]=1.[OH-].[Na+].[ClH:34]. The catalyst is O.CO. The product is [Cl:1][C:2]1[CH:3]=[C:4]([C:9]2([C:28]([F:30])([F:31])[F:29])[O:13][N:12]=[C:11]([C:14]3[C:22]4[N:18]([CH:19]=[CH:20][CH:21]=4)[C:17]([C:23]([OH:25])=[O:24])=[CH:16][CH:15]=3)[CH2:10]2)[CH:5]=[C:6]([Cl:8])[C:7]=1[Cl:34]. The yield is 0.650. (5) The reactants are [C:1]([O:5][CH3:6])(=[O:4])[CH:2]=[CH2:3].[CH3:7][C:8]([C:10]([CH3:12])=[CH2:11])=[CH2:9]. The catalyst is C1(C)C=CC=CC=1. The product is [CH3:9][C:8]1[CH2:7][CH:2]([C:1]([O:5][CH3:6])=[O:4])[CH2:3][CH2:11][C:10]=1[CH3:12]. The yield is 0.870.